The task is: Predict the product of the given reaction.. This data is from Forward reaction prediction with 1.9M reactions from USPTO patents (1976-2016). (1) Given the reactants [NH2:1][CH2:2][C:3]1[CH:8]=[CH:7][C:6]([S:9]([N:12]([CH2:24][C:25]2[CH:30]=[CH:29][CH:28]=[CH:27][CH:26]=2)[C:13]2[C:18]([Cl:19])=[CH:17][C:16]([C:20]([F:23])([F:22])[F:21])=[CH:15][N:14]=2)(=[O:11])=[O:10])=[CH:5][CH:4]=1.CCN(CC)CC.[CH3:38][S:39](Cl)(=[O:41])=[O:40], predict the reaction product. The product is: [CH2:24]([N:12]([C:13]1[C:18]([Cl:19])=[CH:17][C:16]([C:20]([F:23])([F:22])[F:21])=[CH:15][N:14]=1)[S:9]([C:6]1[CH:7]=[CH:8][C:3]([CH2:2][NH:1][S:39]([CH3:38])(=[O:41])=[O:40])=[CH:4][CH:5]=1)(=[O:11])=[O:10])[C:25]1[CH:26]=[CH:27][CH:28]=[CH:29][CH:30]=1. (2) The product is: [Cl:18][C:17]1[C:8]([CH2:7][N:4]2[CH2:5][CH2:6][C@@H:2]([NH:1][C:41]([NH2:39])=[O:42])[CH2:3]2)=[C:9]([C:34]([F:35])([F:36])[F:37])[CH:10]=[C:11]2[C:16]=1[NH:15][C:14](=[O:19])[N:13]([CH2:20][C:21]1[CH:26]=[C:25]([Cl:27])[CH:24]=[CH:23][C:22]=1[S:28]([CH2:31][CH3:32])(=[O:30])=[O:29])[C:12]2=[O:33]. Given the reactants [NH2:1][C@@H:2]1[CH2:6][CH2:5][N:4]([CH2:7][C:8]2[C:17]([Cl:18])=[C:16]3[C:11]([C:12](=[O:33])[N:13]([CH2:20][C:21]4[CH:26]=[C:25]([Cl:27])[CH:24]=[CH:23][C:22]=4[S:28]([CH2:31][CH3:32])(=[O:30])=[O:29])[C:14](=[O:19])[NH:15]3)=[CH:10][C:9]=2[C:34]([F:37])([F:36])[F:35])[CH2:3]1.C[N:39]([CH:41]=[O:42])C, predict the reaction product. (3) Given the reactants [NH2:1][C:2]1[CH:3]=[C:4]([CH3:17])[CH:5]=[C:6]2[C:10]=1[NH:9][C:8]([C:11]1[CH:16]=[CH:15][CH:14]=[CH:13][N:12]=1)=[CH:7]2.O=[C:19]1[CH2:24][CH2:23][O:22][CH2:21][CH2:20]1, predict the reaction product. The product is: [O:22]1[CH2:23][CH2:24][CH:19]([NH:1][C:2]2[CH:3]=[C:4]([CH3:17])[CH:5]=[C:6]3[C:10]=2[NH:9][C:8]([C:11]2[CH:16]=[CH:15][CH:14]=[CH:13][N:12]=2)=[CH:7]3)[CH2:20][CH2:21]1. (4) Given the reactants C(O[BH-](OC(=O)C)OC(=O)C)(=O)C.[Na+].[F:15][C:16]1[CH:17]=[C:18]([CH:21]=[C:22]([F:25])[C:23]=1[F:24])[CH:19]=O.[CH2:26]([CH2:28][NH2:29])[OH:27].[OH-].[Na+].C(=O)(O)[O-].[Na+], predict the reaction product. The product is: [F:15][C:16]1[CH:17]=[C:18]([CH:21]=[C:22]([F:25])[C:23]=1[F:24])[CH2:19][NH:29][CH2:28][CH2:26][OH:27]. (5) Given the reactants [CH3:1][O:2][C:3](=[O:14])[C@H:4]([CH2:6][C:7]1[CH:12]=[CH:11][C:10]([OH:13])=[CH:9][CH:8]=1)[NH2:5].[C:15]([CH:19]1[CH2:28][CH2:27][C:26]2[N:25]=[C:24]3[S:29][C:30]([C:32](Cl)=[O:33])=[CH:31][C:23]3=[CH:22][C:21]=2[CH2:20]1)([CH3:18])([CH3:17])[CH3:16].Cl.O, predict the reaction product. The product is: [CH3:1][O:2][C:3](=[O:14])[C@@H:4]([NH:5][C:32]([C:30]1[S:29][C:24]2=[N:25][C:26]3[CH2:27][CH2:28][CH:19]([C:15]([CH3:17])([CH3:16])[CH3:18])[CH2:20][C:21]=3[CH:22]=[C:23]2[CH:31]=1)=[O:33])[CH2:6][C:7]1[CH:8]=[CH:9][C:10]([OH:13])=[CH:11][CH:12]=1. (6) Given the reactants Cl[C:2]1[C:11]2[C:6](=[C:7]([C:12]([F:15])([F:14])[F:13])[CH:8]=[CH:9][CH:10]=2)[N:5]=[CH:4][N:3]=1.[Cl:16][C:17]1[CH:22]=[CH:21][C:20]([O:23][CH3:24])=[CH:19][C:18]=1B(O)O.C([O-])([O-])=O.[Na+].[Na+].CCOC(C)=O, predict the reaction product. The product is: [Cl:16][C:17]1[CH:22]=[CH:21][C:20]([O:23][CH3:24])=[CH:19][C:18]=1[C:2]1[C:11]2[C:6](=[C:7]([C:12]([F:15])([F:14])[F:13])[CH:8]=[CH:9][CH:10]=2)[N:5]=[CH:4][N:3]=1. (7) Given the reactants [F:1][C:2]1[CH:7]=[CH:6][C:5]([F:8])=[CH:4][C:3]=1[S:9][CH2:10][CH2:11][N:12]1[CH2:17][CH2:16][C:15]([CH2:23][CH2:24][CH2:25][C:26]2[C:35]3[C:30](=[CH:31][CH:32]=[C:33]([O:36][CH3:37])[CH:34]=3)[N:29]=[CH:28][C:27]=2[F:38])([C:18]([O:20]CC)=[O:19])[CH2:14][CH2:13]1.[OH-].[Na+], predict the reaction product. The product is: [F:1][C:2]1[CH:7]=[CH:6][C:5]([F:8])=[CH:4][C:3]=1[S:9][CH2:10][CH2:11][N:12]1[CH2:13][CH2:14][C:15]([CH2:23][CH2:24][CH2:25][C:26]2[C:35]3[C:30](=[CH:31][CH:32]=[C:33]([O:36][CH3:37])[CH:34]=3)[N:29]=[CH:28][C:27]=2[F:38])([C:18]([OH:20])=[O:19])[CH2:16][CH2:17]1. (8) The product is: [C:26]([O:25][C:23]([N:1]1[CH2:2][CH2:3][C:4]2([O:11][C:10]3[CH:12]=[C:13]([C:16]([OH:18])=[O:17])[CH:14]=[CH:15][C:9]=3[N:8]3[CH:20]=[CH:21][CH:22]=[C:7]23)[CH2:5][CH2:6]1)=[O:24])([CH3:29])([CH3:27])[CH3:28]. Given the reactants [N:1]1([C:23]([O:25][C:26]([CH3:29])([CH3:28])[CH3:27])=[O:24])[CH2:6][CH2:5][C:4]2([O:11][C:10]3[CH:12]=[C:13]([C:16]([O:18]C)=[O:17])[CH:14]=[CH:15][C:9]=3[N:8]3[CH:20]=[CH:21][CH:22]=[C:7]23)[CH2:3][CH2:2]1.[Li+].[OH-], predict the reaction product. (9) Given the reactants [F:1][C:2]1[CH:7]=[CH:6][C:5]([CH2:8][CH:9]([C:24]2[CH:29]=[CH:28][C:27]([S:30]([CH3:33])(=[O:32])=[O:31])=[CH:26][CH:25]=2)[C:10]([NH:12][C:13]2[N:14]=[CH:15][C:16]([CH2:19][O:20]C(=O)C)=[N:17][CH:18]=2)=[O:11])=[CH:4][CH:3]=1.C([O-])([O-])=O.[K+].[K+].Cl, predict the reaction product. The product is: [F:1][C:2]1[CH:7]=[CH:6][C:5]([CH2:8][CH:9]([C:24]2[CH:25]=[CH:26][C:27]([S:30]([CH3:33])(=[O:31])=[O:32])=[CH:28][CH:29]=2)[C:10]([NH:12][C:13]2[CH:18]=[N:17][C:16]([CH2:19][OH:20])=[CH:15][N:14]=2)=[O:11])=[CH:4][CH:3]=1. (10) The product is: [C:1]([NH:8][CH2:9][C@@H:10]1[O:14][C:13](=[O:15])[N:12]([C:16]2[CH:21]=[CH:20][C:19]([NH2:22])=[C:18]([F:30])[CH:17]=2)[CH2:11]1)(=[O:3])[CH3:2]. Given the reactants [C:1](OC(=O)C)(=[O:3])[CH3:2].[NH2:8][CH2:9][C@@H:10]1[O:14][C:13](=[O:15])[N:12]([C:16]2[CH:21]=[CH:20][C:19]([NH:22]C(OC(C)(C)C)=O)=[C:18]([F:30])[CH:17]=2)[CH2:11]1.N1C=CC=CC=1, predict the reaction product.